This data is from NCI-60 drug combinations with 297,098 pairs across 59 cell lines. The task is: Regression. Given two drug SMILES strings and cell line genomic features, predict the synergy score measuring deviation from expected non-interaction effect. Synergy scores: CSS=25.3, Synergy_ZIP=-7.42, Synergy_Bliss=-2.09, Synergy_Loewe=-2.15, Synergy_HSA=-1.63. Cell line: T-47D. Drug 1: C1=C(C(=O)NC(=O)N1)F. Drug 2: CC1=C2C(C(=O)C3(C(CC4C(C3C(C(C2(C)C)(CC1OC(=O)C(C(C5=CC=CC=C5)NC(=O)C6=CC=CC=C6)O)O)OC(=O)C7=CC=CC=C7)(CO4)OC(=O)C)O)C)OC(=O)C.